Dataset: Forward reaction prediction with 1.9M reactions from USPTO patents (1976-2016). Task: Predict the product of the given reaction. (1) Given the reactants CO[C:3]1[C:12]2[C:7](=[CH:8][CH:9]=[C:10]([C:13]([F:16])([F:15])[F:14])[CH:11]=2)[CH:6]=[CH:5][N:4]=1.P(Cl)(Cl)([Cl:19])=O, predict the reaction product. The product is: [Cl:19][C:3]1[C:12]2[C:7](=[CH:8][CH:9]=[C:10]([C:13]([F:16])([F:15])[F:14])[CH:11]=2)[CH:6]=[CH:5][N:4]=1. (2) The product is: [C:28]1([NH:34][C:35]([NH:23][C:19]2[CH:20]=[CH:21][CH:22]=[C:17]([C:16]3[C:15]4[C:10](=[C:11]([C:24]([F:27])([F:25])[F:26])[CH:12]=[CH:13][CH:14]=4)[N:9]=[CH:8][C:7]=3[C:1]3[CH:2]=[CH:3][CH:4]=[CH:5][CH:6]=3)[CH:18]=2)=[O:36])[CH:33]=[CH:32][CH:31]=[CH:30][CH:29]=1. Given the reactants [C:1]1([C:7]2[CH:8]=[N:9][C:10]3[C:15]([C:16]=2[C:17]2[CH:18]=[C:19]([NH2:23])[CH:20]=[CH:21][CH:22]=2)=[CH:14][CH:13]=[CH:12][C:11]=3[C:24]([F:27])([F:26])[F:25])[CH:6]=[CH:5][CH:4]=[CH:3][CH:2]=1.[C:28]1([N:34]=[C:35]=[O:36])[CH:33]=[CH:32][CH:31]=[CH:30][CH:29]=1, predict the reaction product.